Dataset: hERG potassium channel inhibition data for cardiac toxicity prediction from Karim et al.. Task: Regression/Classification. Given a drug SMILES string, predict its toxicity properties. Task type varies by dataset: regression for continuous values (e.g., LD50, hERG inhibition percentage) or binary classification for toxic/non-toxic outcomes (e.g., AMES mutagenicity, cardiotoxicity, hepatotoxicity). Dataset: herg_karim. (1) The drug is C/C=C1\CN2CCC1C[C@H]2[C@H](O)c1ccnc2ccc(OCCO)cc12. The result is 0 (non-blocker). (2) The molecule is Cc1nc(C)c(-c2ccc3cc(CCN4CCCC4C)ccc3n2)o1. The result is 0 (non-blocker). (3) The molecule is CCOC(=O)C1=C(CN2CCN(C)CC2C(=O)O)NC(c2nccs2)=NC1c1ccc(F)cc1Br. The result is 0 (non-blocker). (4) The molecule is COc1cccc(F)c1CC(c1ccccc1)N1CCNCC1. The result is 1 (blocker). (5) The drug is CCN1CCN(c2cc3[nH]c(C(=O)C4(C)CCC(=O)CC4)nc3cc2Cl)CC1. The result is 1 (blocker). (6) The compound is CCOC(=O)C1=C(CN2CCCC2C(=O)O)NC(c2nccs2)=NC1c1ccc(F)cc1Br. The result is 0 (non-blocker). (7) The drug is CC(C)(C)c1cc(CN2CCN(CCCCCC(c3ccc(F)cc3)c3ccc(F)cc3)CC2)cc(C(C)(C)C)c1. The result is 1 (blocker). (8) The compound is COc1cccc2nc(-c3cccs3)nc(NN3C(=O)C=C(C)C3=O)c12. The result is 0 (non-blocker). (9) The result is 0 (non-blocker). The compound is CN(C)CCC1CCN(c2cc(C(=O)NCC3CCC(CNC(=O)OCC(C)(C)C)CC3)c3ccccc3n2)CC1. (10) The drug is CC(C)[C@H](N)C(=O)N1CC(c2cc(F)ccc2F)=C[C@H]1c1cccc(O)c1. The result is 1 (blocker).